Dataset: Full USPTO retrosynthesis dataset with 1.9M reactions from patents (1976-2016). Task: Predict the reactants needed to synthesize the given product. (1) Given the product [Cl:80][C:77]1[CH:78]=[CH:79][C:74]([N:33]([C:30]2[CH:29]=[CH:28][C:27]([OH:26])=[CH:32][CH:31]=2)[C:34]([C:36]2[C:44]3[C:39](=[CH:40][CH:41]=[CH:42][CH:43]=3)[N:38]([C:45]3[C:53]([C:54]([N:56]4[C@H:65]([CH2:66][N:67]5[CH2:72][CH2:71][N:70]([CH3:73])[CH2:69][CH2:68]5)[CH2:64][C:63]5[C:58](=[CH:59][CH:60]=[CH:61][CH:62]=5)[CH2:57]4)=[O:55])=[CH:52][C:48]4[O:49][CH2:50][O:51][C:47]=4[CH:46]=3)[CH:37]=2)=[O:35])=[CH:75][CH:76]=1, predict the reactants needed to synthesize it. The reactants are: [F-].C([N+](CCCC)(CCCC)CCCC)CCC.[Si]([O:26][C:27]1[CH:32]=[CH:31][C:30]([N:33]([C:74]2[CH:79]=[CH:78][C:77]([Cl:80])=[CH:76][CH:75]=2)[C:34]([C:36]2[C:44]3[C:39](=[CH:40][CH:41]=[CH:42][CH:43]=3)[N:38]([C:45]3[C:53]([C:54]([N:56]4[C@H:65]([CH2:66][N:67]5[CH2:72][CH2:71][N:70]([CH3:73])[CH2:69][CH2:68]5)[CH2:64][C:63]5[C:58](=[CH:59][CH:60]=[CH:61][CH:62]=5)[CH2:57]4)=[O:55])=[CH:52][C:48]4[O:49][CH2:50][O:51][C:47]=4[CH:46]=3)[CH:37]=2)=[O:35])=[CH:29][CH:28]=1)(C(C)(C)C)(C)C. (2) Given the product [CH2:1]([CH:3]1[N:12]2[C:7](=[CH:8][C:9](=[O:18])[C:10]([C:13]([O:15][CH2:16][CH3:17])=[O:14])=[CH:11]2)[C:6]2[CH:19]=[C:20]([CH3:24])[C:21]([CH3:23])=[CH:22][C:5]=2[CH2:4]1)[CH3:2], predict the reactants needed to synthesize it. The reactants are: [CH2:1]([CH:3]1[N:12]2[CH:7]([CH2:8][C:9](=[O:18])[C:10]([C:13]([O:15][CH2:16][CH3:17])=[O:14])=[CH:11]2)[C:6]2[CH:19]=[C:20]([CH3:24])[C:21]([CH3:23])=[CH:22][C:5]=2[CH2:4]1)[CH3:2].C(C1N2C(CC(=O)C(C(OCC)=O)=C2)C2C=CC(C)=C(C)C=2C1)C.C1(Cl)C(=O)C(Cl)=C(Cl)C(=O)C=1Cl. (3) Given the product [C:1]([C:3]1[CH:4]=[C:5]([C:13]([N:15]([CH2:17][C@H:18]([C:22]2[CH:27]=[CH:26][C:25]([F:28])=[CH:24][CH:23]=2)[CH2:19][CH:20]=[O:33])[CH3:16])=[O:14])[C:6]2[CH2:7][CH2:8][CH2:9][CH2:10][C:11]=2[CH:12]=1)#[N:2], predict the reactants needed to synthesize it. The reactants are: [C:1]([C:3]1[CH:4]=[C:5]([C:13]([N:15]([CH2:17][C@H:18]([C:22]2[CH:27]=[CH:26][C:25]([F:28])=[CH:24][CH:23]=2)[CH2:19][CH:20]=C)[CH3:16])=[O:14])[C:6]2[CH2:7][CH2:8][CH2:9][CH2:10][C:11]=2[CH:12]=1)#[N:2].C[N+]1([O-])CC[O:33]CC1.OS([O-])=O.[Na+].I([O-])(=O)(=O)=O.[Na+]. (4) The reactants are: [CH3:1][O:2][C:3]1[CH:4]=[C:5]([CH2:11][C:12]([OH:14])=O)[CH:6]=[CH:7][C:8]=1[O:9][CH3:10].[NH2:15][CH2:16][CH2:17][OH:18]. Given the product [CH3:1][O:2][C:3]1[CH:4]=[C:5]([CH2:11][C:12]([NH:15][CH2:16][CH2:17][OH:18])=[O:14])[CH:6]=[CH:7][C:8]=1[O:9][CH3:10], predict the reactants needed to synthesize it.